Dataset: Full USPTO retrosynthesis dataset with 1.9M reactions from patents (1976-2016). Task: Predict the reactants needed to synthesize the given product. Given the product [Cl:56][C:50]1[CH:49]=[C:48]([C:45]2[CH:46]=[CH:47][N:43]([CH2:42][C@@H:41]([NH:40][C:6]([C:4]3[N:3]=[CH:2][NH:1][CH:5]=3)=[O:8])[CH3:57])[N:44]=2)[CH:55]=[CH:54][C:51]=1[C:52]#[N:53], predict the reactants needed to synthesize it. The reactants are: [NH:1]1[CH:5]=[C:4]([C:6]([OH:8])=O)[N:3]=[CH:2]1.Cl.CN(C)CCCN=C=NCC.C1C=CC2N(O)N=NC=2C=1.CCN(C(C)C)C(C)C.[NH2:40][C@@H:41]([CH3:57])[CH2:42][N:43]1[CH:47]=[CH:46][C:45]([C:48]2[CH:55]=[CH:54][C:51]([C:52]#[N:53])=[C:50]([Cl:56])[CH:49]=2)=[N:44]1.